From a dataset of CYP2C9 inhibition data for predicting drug metabolism from PubChem BioAssay. Regression/Classification. Given a drug SMILES string, predict its absorption, distribution, metabolism, or excretion properties. Task type varies by dataset: regression for continuous measurements (e.g., permeability, clearance, half-life) or binary classification for categorical outcomes (e.g., BBB penetration, CYP inhibition). Dataset: cyp2c9_veith. (1) The drug is Nc1nc(-c2ccccc2)c(-c2ccccc2)c(-c2nc(N)nc(-c3ccccc3)c2-c2ccccc2)n1. The result is 0 (non-inhibitor). (2) The drug is COc1cc(CC(=O)O)ccc1O. The result is 0 (non-inhibitor). (3) The molecule is Cc1noc(C)c1C(=O)N1CCC2(CC1)CN(c1ccccn1)C2. The result is 0 (non-inhibitor). (4) The drug is CCC1(C)Cc2c(sc3nnn(CC(=O)Nc4ccc(C)cc4)c(=O)c23)CO1. The result is 1 (inhibitor). (5) The drug is O=c1c(-c2nnc(SCc3ccc(Cl)cc3Cl)o2)cccn1Cc1ccccc1. The result is 1 (inhibitor).